This data is from Reaction yield outcomes from USPTO patents with 853,638 reactions. The task is: Predict the reaction yield, written as a fraction of the theoretical maximum amount of product (1.0 means a 100% yield; for example, 0.34 means a 34% yield). (1) The reactants are C[O:2][C:3]1[C:8]([C:9]2[CH:14]=[CH:13][C:12]([O:15][C:16]3[CH:21]=[CH:20][N:19]=[C:18]([C:22]4[CH:23]=[N:24][N:25]([CH3:27])[CH:26]=4)[CH:17]=3)=[C:11]([CH3:28])[N:10]=2)=[CH:7][N:6]=[C:5]([N:29]2[CH2:33][CH2:32][C@H:31]([N:34]([CH3:36])[CH3:35])[CH2:30]2)[N:4]=1.Br.CC#N. The catalyst is CC(O)=O. The product is [CH3:35][N:34]([CH3:36])[C@H:31]1[CH2:32][CH2:33][N:29]([C:5]2[NH:4][C:3](=[O:2])[C:8]([C:9]3[CH:14]=[CH:13][C:12]([O:15][C:16]4[CH:21]=[CH:20][N:19]=[C:18]([C:22]5[CH:23]=[N:24][N:25]([CH3:27])[CH:26]=5)[CH:17]=4)=[C:11]([CH3:28])[N:10]=3)=[CH:7][N:6]=2)[CH2:30]1. The yield is 0.628. (2) The reactants are [CH:1]([C:3]1[O:7][C:6]([C:8]2[CH:16]=[CH:15][C:11]([C:12]([OH:14])=[O:13])=[CH:10][CH:9]=2)=[CH:5][CH:4]=1)=O.[C:17]1([N:23]2[C:27](=[O:28])[CH2:26][S:25][C:24]2=[S:29])[CH:22]=[CH:21][CH:20]=[CH:19][CH:18]=1.C(OCC)(=O)C.Cl. The catalyst is C(O)C.N1CCCCC1. The product is [O:28]=[C:27]1[C:26](=[CH:1][C:3]2[O:7][C:6]([C:8]3[CH:9]=[CH:10][C:11]([C:12]([OH:14])=[O:13])=[CH:15][CH:16]=3)=[CH:5][CH:4]=2)[S:25][C:24](=[S:29])[N:23]1[C:17]1[CH:22]=[CH:21][CH:20]=[CH:19][CH:18]=1. The yield is 0.490.